From a dataset of Forward reaction prediction with 1.9M reactions from USPTO patents (1976-2016). Predict the product of the given reaction. (1) Given the reactants Cl[C:2]1[CH:3]=[C:4]([CH:22]=[CH:23][N:24]=1)[C:5]([NH:7][C:8]1[S:9][CH:10]=[C:11]([C:13]2[C:18]([CH3:19])=[CH:17][C:16]([CH3:20])=[CH:15][C:14]=2[CH3:21])[N:12]=1)=[O:6].[NH:25]1[CH2:30][CH2:29][CH2:28][CH2:27][CH2:26]1.O, predict the reaction product. The product is: [C:14]1([CH3:21])[CH:15]=[C:16]([CH3:20])[CH:17]=[C:18]([CH3:19])[C:13]=1[C:11]1[N:12]=[C:8]([NH:7][C:5](=[O:6])[C:4]2[CH:22]=[CH:23][N:24]=[C:2]([N:25]3[CH2:30][CH2:29][CH2:28][CH2:27][CH2:26]3)[CH:3]=2)[S:9][CH:10]=1. (2) Given the reactants Br[CH2:2][C:3]1[CH:8]=[CH:7][CH:6]=[C:5]([C:9]([CH3:12])([CH3:11])[CH3:10])[CH:4]=1.[N-:13]=[N+:14]=[N-:15].[Na+].O, predict the reaction product. The product is: [N:13]([CH2:2][C:3]1[CH:8]=[CH:7][CH:6]=[C:5]([C:9]([CH3:12])([CH3:11])[CH3:10])[CH:4]=1)=[N+:14]=[N-:15]. (3) Given the reactants [Cl:1][C:2]1[CH:25]=[CH:24][C:5]([CH2:6][N:7]2[C:15]3[C:10](=[CH:11][C:12](/[CH:16]=[C:17]4/[C:18](=[O:23])[NH:19][C:20](=[O:22])[S:21]/4)=[CH:13][CH:14]=3)[CH:9]=[N:8]2)=[C:4]([C:26]([F:29])([F:28])[F:27])[CH:3]=1.O[C@H:31]1[CH2:35][CH2:34][CH2:33][C@H:32]1[C:36]([O:38][CH2:39][CH3:40])=[O:37], predict the reaction product. The product is: [Cl:1][C:2]1[CH:25]=[CH:24][C:5]([CH2:6][N:7]2[C:15]3[C:10](=[CH:11][C:12](/[CH:16]=[C:17]4/[C:18](=[O:23])[N:19]([C@@H:31]5[CH2:35][CH2:34][CH2:33][C@H:32]5[C:36]([O:38][CH2:39][CH3:40])=[O:37])[C:20](=[O:22])[S:21]/4)=[CH:13][CH:14]=3)[CH:9]=[N:8]2)=[C:4]([C:26]([F:27])([F:29])[F:28])[CH:3]=1. (4) Given the reactants [Br:1][C:2]1[C:3](Cl)=[N:4][C:5]([Cl:8])=[N:6][CH:7]=1.[CH:10]1([C:13]2[NH:17][N:16]=[C:15]([NH2:18])[CH:14]=2)[CH2:12][CH2:11]1.C(N(C(C)C)CC)(C)C, predict the reaction product. The product is: [Br:1][C:2]1[C:3]([NH:18][C:15]2[CH:14]=[C:13]([CH:10]3[CH2:12][CH2:11]3)[NH:17][N:16]=2)=[N:4][C:5]([Cl:8])=[N:6][CH:7]=1. (5) Given the reactants [CH3:1][O:2][C:3](=[O:17])[C:4]1[CH:9]=[C:8]([N+:10]([O-])=O)[C:7]([NH:13][CH3:14])=[CH:6][C:5]=1[O:15][CH3:16], predict the reaction product. The product is: [CH3:1][O:2][C:3](=[O:17])[C:4]1[CH:9]=[C:8]([NH2:10])[C:7]([NH:13][CH3:14])=[CH:6][C:5]=1[O:15][CH3:16]. (6) Given the reactants [Cl:1]N1C(=O)CCC1=O.[F:9][C:10]1[CH:15]=[CH:14][C:13]([N:16]2[CH2:21][CH2:20][C:19]3=[N:22][C:23]([CH2:25][O:26][C:27]4[CH:32]=[CH:31][CH:30]=[CH:29][CH:28]=4)=[CH:24][N:18]3[C:17]2=[O:33])=[CH:12][CH:11]=1, predict the reaction product. The product is: [Cl:1][C:24]1[N:18]2[C:17](=[O:33])[N:16]([C:13]3[CH:14]=[CH:15][C:10]([F:9])=[CH:11][CH:12]=3)[CH2:21][CH2:20][C:19]2=[N:22][C:23]=1[CH2:25][O:26][C:27]1[CH:28]=[CH:29][CH:30]=[CH:31][CH:32]=1. (7) The product is: [CH3:16][O:17][C:18]1[CH:25]=[CH:24][C:21]([N:22]([CH3:23])[C:2]2[C:11]3[C:6](=[CH:7][CH:8]=[CH:9][CH:10]=3)[N:5]=[C:4]([C:12]([F:15])([F:14])[F:13])[CH:3]=2)=[CH:20][CH:19]=1. Given the reactants Cl[C:2]1[C:11]2[C:6](=[CH:7][CH:8]=[CH:9][CH:10]=2)[N:5]=[C:4]([C:12]([F:15])([F:14])[F:13])[CH:3]=1.[CH3:16][O:17][C:18]1[CH:25]=[CH:24][C:21]([NH:22][CH3:23])=[CH:20][CH:19]=1, predict the reaction product. (8) Given the reactants Br[C:2]1[N:7]=[C:6]([CH3:8])[C:5]([CH:9]=[O:10])=[CH:4][CH:3]=1.[CH3:11][O:12][C:13](=[O:21])[C:14]1[CH:19]=[CH:18][C:17]([OH:20])=[CH:16][CH:15]=1.C([O-])([O-])=O.[K+].[K+], predict the reaction product. The product is: [CH3:11][O:12][C:13](=[O:21])[C:14]1[CH:19]=[CH:18][C:17]([O:20][C:2]2[CH:3]=[CH:4][C:5]([CH:9]=[O:10])=[C:6]([CH3:8])[N:7]=2)=[CH:16][CH:15]=1. (9) Given the reactants [Cl:1][C:2]1[CH:7]=[CH:6][C:5]([CH2:8][C:9]([OH:11])=O)=[CH:4][CH:3]=1.[Cl:12][C:13]1[CH:18]=[CH:17][CH:16]=[CH:15][CH:14]=1, predict the reaction product. The product is: [Cl:12][C:13]1[CH:18]=[CH:17][C:16]([C:9](=[O:11])[CH2:8][C:5]2[CH:4]=[CH:3][C:2]([Cl:1])=[CH:7][CH:6]=2)=[CH:15][CH:14]=1.